Dataset: Reaction yield outcomes from USPTO patents with 853,638 reactions. Task: Predict the reaction yield, written as a fraction of the theoretical maximum amount of product (1.0 means a 100% yield; for example, 0.34 means a 34% yield). (1) The reactants are [N:1]1[CH:6]=[CH:5][CH:4]=[C:3]([NH:7][C:8](=[O:15])OCC(Cl)(Cl)Cl)[CH:2]=1.Cl[C:17]1[CH:18]=[C:19]([C:23]2[N:24]=[C:25]([N:28]3[CH2:33][CH2:32][NH:31][CH2:30][CH2:29]3)[S:26][CH:27]=2)[CH:20]=[CH:21][CH:22]=1.[CH:34]([N:37](C(C)C)CC)(C)C.O. The catalyst is CS(C)=O. The product is [C:34]([C:17]1[CH:18]=[C:19]([C:23]2[N:24]=[C:25]([N:28]3[CH2:33][CH2:32][N:31]([C:8]([NH:7][C:3]4[CH:2]=[N:1][CH:6]=[CH:5][CH:4]=4)=[O:15])[CH2:30][CH2:29]3)[S:26][CH:27]=2)[CH:20]=[CH:21][CH:22]=1)#[N:37]. The yield is 0.265. (2) The reactants are Cl[C:2]1[C:11]([O:12][CH3:13])=[N:10][C:9]2[C:4](=[CH:5][CH:6]=[C:7]([O:14][CH3:15])[CH:8]=2)[N:3]=1.[CH3:16][O:17][C:18]1[CH:25]=[C:24]([O:26][CH3:27])[CH:23]=[CH:22][C:19]=1[CH2:20][NH2:21].O. The catalyst is CS(C)=O. The product is [CH3:13][O:12][C:11]1[C:2]([NH:21][CH2:20][C:19]2[CH:22]=[CH:23][C:24]([O:26][CH3:27])=[CH:25][C:18]=2[O:17][CH3:16])=[N:3][C:4]2[C:9]([N:10]=1)=[CH:8][C:7]([O:14][CH3:15])=[CH:6][CH:5]=2. The yield is 0.770.